Dataset: Full USPTO retrosynthesis dataset with 1.9M reactions from patents (1976-2016). Task: Predict the reactants needed to synthesize the given product. (1) The reactants are: [C:1]([O:5][C:6]([N:8]1[CH2:13][CH2:12][NH:11][CH2:10][CH2:9]1)=[O:7])([CH3:4])([CH3:3])[CH3:2].[N:14]1([C:19](N2C=CN=C2)=[O:20])[CH:18]=[CH:17][N:16]=[CH:15]1. Given the product [C:1]([O:5][C:6]([N:8]1[CH2:13][CH2:12][N:11]([C:19]([N:14]2[CH:18]=[CH:17][N:16]=[CH:15]2)=[O:20])[CH2:10][CH2:9]1)=[O:7])([CH3:4])([CH3:2])[CH3:3], predict the reactants needed to synthesize it. (2) Given the product [N:52]1[CH:53]=[CH:54][C:49]([CH2:48][CH2:47][O:1][C:2]2[CH:3]=[CH:4][C:5]([CH2:6][C:7]34[CH2:14][CH2:13][CH2:12][N:11]3[C:10](=[O:15])[N:9]([C:16]3[CH:17]=[C:18]([Cl:23])[N:19]=[C:20]([Cl:22])[CH:21]=3)[C:8]4=[O:24])=[CH:25][CH:26]=2)=[CH:50][CH:51]=1, predict the reactants needed to synthesize it. The reactants are: [OH:1][C:2]1[CH:26]=[CH:25][C:5]([CH2:6][C:7]23[CH2:14][CH2:13][CH2:12][N:11]2[C:10](=[O:15])[N:9]([C:16]2[CH:21]=[C:20]([Cl:22])[N:19]=[C:18]([Cl:23])[CH:17]=2)[C:8]3=[O:24])=[CH:4][CH:3]=1.C1C=CC(P(C2C=CC=CC=2)C2C=CC=CC=2)=CC=1.O[CH2:47][CH2:48][C:49]1[CH:54]=[CH:53][N:52]=[CH:51][CH:50]=1.CCOC(/N=N/C(OCC)=O)=O. (3) Given the product [NH2:17][C:13]1[N:14]=[C:15]([CH3:16])[C:10]([CH2:9][NH:8][C:19](=[O:20])[O:21][C:22]([CH3:25])([CH3:24])[CH3:23])=[CH:11][C:12]=1[I:18], predict the reactants needed to synthesize it. The reactants are: C(N(CC)CC)C.[NH2:8][CH2:9][C:10]1[CH:11]=[C:12]([I:18])[C:13]([NH2:17])=[N:14][C:15]=1[CH3:16].[C:19](O[C:19]([O:21][C:22]([CH3:25])([CH3:24])[CH3:23])=[O:20])([O:21][C:22]([CH3:25])([CH3:24])[CH3:23])=[O:20]. (4) Given the product [CH3:12][CH:5]1[C:4]2[C:9](=[CH:10][CH:11]=[C:2]([C:17]3[CH:16]=[N:15][N:14]([CH3:13])[CH:18]=3)[CH:3]=2)[NH:8][CH2:7][CH2:6]1, predict the reactants needed to synthesize it. The reactants are: Br[C:2]1[CH:3]=[C:4]2[C:9](=[CH:10][CH:11]=1)[NH:8][CH2:7][CH2:6][CH:5]2[CH3:12].[CH3:13][N:14]1[CH:18]=[C:17](B2OC(C)(C)C(C)(C)O2)[CH:16]=[N:15]1.C([O-])([O-])=O.[K+].[K+].O. (5) Given the product [NH2:3][C:4]1[S:5][C:6]([C:13](=[O:15])[CH2:14][Br:1])=[C:7]([C:9]([F:12])([F:10])[F:11])[N:8]=1, predict the reactants needed to synthesize it. The reactants are: [Br:1]Br.[NH2:3][C:4]1[S:5][C:6]([C:13](=[O:15])[CH3:14])=[C:7]([C:9]([F:12])([F:11])[F:10])[N:8]=1.C([O-])(O)=O.[Na+].C([O-])([O-])=O.[Na+].[Na+]. (6) Given the product [Cl:9][C:10]1[N:15]2[N:19]=[C:17]([NH2:2])[N:16]=[C:14]2[C:13]([O:25][CH3:26])=[CH:12][N:11]=1, predict the reactants needed to synthesize it. The reactants are: Cl.[NH2:2]O.C(=O)(O)[O-].[Na+].[Cl:9][C:10]1[N:15]=[C:14]([NH:16][C:17]([NH:19]C(=O)OCC)=S)[C:13]([O:25][CH3:26])=[CH:12][N:11]=1. (7) The reactants are: [CH3:1][C@@H:2]1[CH2:7][CH2:6][C@H:5]([OH:8])[CH2:4][CH2:3]1.[H-].[Na+].F[C:12]1[CH:17]=[CH:16][C:15]([C:18](=[O:20])[CH3:19])=[CH:14][CH:13]=1. Given the product [CH3:1][C@@H:2]1[CH2:7][CH2:6][C@H:5]([O:8][C:12]2[CH:17]=[CH:16][C:15]([C:18](=[O:20])[CH3:19])=[CH:14][CH:13]=2)[CH2:4][CH2:3]1, predict the reactants needed to synthesize it.